The task is: Predict which catalyst facilitates the given reaction.. This data is from Catalyst prediction with 721,799 reactions and 888 catalyst types from USPTO. Reactant: [N:1]([CH2:4][C:5]([C:7]1[CH:12]=[CH:11][C:10]([C:13]2[N:14]([CH3:18])[CH:15]=[CH:16][N:17]=2)=[CH:9][CH:8]=1)=[O:6])=[N+]=[N-].CO.[ClH:21]. Product: [ClH:21].[ClH:21].[NH2:1][CH2:4][C:5]([C:7]1[CH:12]=[CH:11][C:10]([C:13]2[N:14]([CH3:18])[CH:15]=[CH:16][N:17]=2)=[CH:9][CH:8]=1)=[O:6]. The catalyst class is: 386.